Dataset: Catalyst prediction with 721,799 reactions and 888 catalyst types from USPTO. Task: Predict which catalyst facilitates the given reaction. (1) The catalyst class is: 6. Product: [N+:24]([C:15]1[CH:16]=[C:17]([C:20]([F:21])([F:22])[F:23])[CH:18]=[CH:19][C:14]=1[N:1]1[CH2:7][CH2:6][CH2:5][CH2:4][CH2:3][CH2:2]1)([O-:26])=[O:25]. Reactant: [NH:1]1[CH2:7][CH2:6][CH2:5][CH2:4][CH2:3][CH2:2]1.CN(C)C=O.F[C:14]1[CH:19]=[CH:18][C:17]([C:20]([F:23])([F:22])[F:21])=[CH:16][C:15]=1[N+:24]([O-:26])=[O:25]. (2) Reactant: [NH2:1][C:2]1[CH:3]=[C:4]2[NH:10][C:9]([C:11]3[CH:12]=[C:13]([NH:18][C:19]([C:21]4[O:22][CH:23]=[CH:24][CH:25]=4)=[O:20])[CH:14]=[CH:15][C:16]=3[Cl:17])=[N:8][C:5]2=[N:6][CH:7]=1.[N:26]([CH:29]([CH3:31])[CH3:30])=[C:27]=[O:28]. Product: [Cl:17][C:16]1[CH:15]=[CH:14][C:13]([NH:18][C:19]([C:21]2[O:22][CH:23]=[CH:24][CH:25]=2)=[O:20])=[CH:12][C:11]=1[C:9]1[NH:10][C:4]2[C:5]([N:8]=1)=[N:6][CH:7]=[C:2]([NH:1][C:27]([NH:26][CH:29]([CH3:31])[CH3:30])=[O:28])[CH:3]=2. The catalyst class is: 3.